Dataset: Peptide-MHC class I binding affinity with 185,985 pairs from IEDB/IMGT. Task: Regression. Given a peptide amino acid sequence and an MHC pseudo amino acid sequence, predict their binding affinity value. This is MHC class I binding data. (1) The peptide sequence is SRDKTIIMW. The MHC is HLA-A03:01 with pseudo-sequence HLA-A03:01. The binding affinity (normalized) is 0.0847. (2) The peptide sequence is ITTKAISRW. The MHC is HLA-B57:01 with pseudo-sequence HLA-B57:01. The binding affinity (normalized) is 0.685. (3) The peptide sequence is KVASAGISYK. The binding affinity (normalized) is 0.894. The MHC is HLA-A03:01 with pseudo-sequence HLA-A03:01. (4) The peptide sequence is FLMSGKGIGK. The MHC is HLA-A11:01 with pseudo-sequence HLA-A11:01. The binding affinity (normalized) is 0.575. (5) The peptide sequence is MYPFIFFIV. The MHC is HLA-A80:01 with pseudo-sequence HLA-A80:01. The binding affinity (normalized) is 0.0847. (6) The peptide sequence is FLPKDYFPSV. The MHC is HLA-A02:06 with pseudo-sequence HLA-A02:06. The binding affinity (normalized) is 0.903. (7) The peptide sequence is SYHDRRWCF. The MHC is HLA-A30:01 with pseudo-sequence HLA-A30:01. The binding affinity (normalized) is 0.410.